Dataset: Forward reaction prediction with 1.9M reactions from USPTO patents (1976-2016). Task: Predict the product of the given reaction. Given the reactants [I:1][C:2]1[C:10]2[C:9]([CH3:11])=[N:8][CH:7]=[N:6][C:5]=2[NH:4][CH:3]=1.CN(C=O)C.[H-].[Na+].[CH3:19][C:20]1[CH:25]=[CH:24][C:23]([S:26](Cl)(=[O:28])=[O:27])=[CH:22][CH:21]=1, predict the reaction product. The product is: [I:1][C:2]1[C:10]2[C:9]([CH3:11])=[N:8][CH:7]=[N:6][C:5]=2[N:4]([S:26]([C:23]2[CH:24]=[CH:25][C:20]([CH3:19])=[CH:21][CH:22]=2)(=[O:28])=[O:27])[CH:3]=1.